Predict which catalyst facilitates the given reaction. From a dataset of Catalyst prediction with 721,799 reactions and 888 catalyst types from USPTO. (1) Reactant: [OH:1][C:2]1[CH:7]=[CH:6][C:5]([OH:8])=[CH:4][C:3]=1[N:9]1[C:17](=[O:18])[C:16]2[C:11](=[CH:12][CH:13]=[CH:14][CH:15]=2)[C:10]1=[O:19].[Si:20](Cl)([C:33]([CH3:36])([CH3:35])[CH3:34])([C:27]1[CH:32]=[CH:31][CH:30]=[CH:29][CH:28]=1)[C:21]1[CH:26]=[CH:25][CH:24]=[CH:23][CH:22]=1.N1C=CN=C1. Product: [Si:20]([O:8][C:5]1[CH:6]=[CH:7][C:2]([OH:1])=[C:3]([N:9]2[C:17](=[O:18])[C:16]3[C:11](=[CH:12][CH:13]=[CH:14][CH:15]=3)[C:10]2=[O:19])[CH:4]=1)([C:33]([CH3:36])([CH3:35])[CH3:34])([C:27]1[CH:28]=[CH:29][CH:30]=[CH:31][CH:32]=1)[C:21]1[CH:26]=[CH:25][CH:24]=[CH:23][CH:22]=1. The catalyst class is: 3. (2) Reactant: [Cl:1][C:2]1[CH:7]=[CH:6][C:5]([OH:8])=[C:4]([C:9]#[N:10])[CH:3]=1.C(=O)([O-])[O-].[K+].[K+].Br[CH2:18][C:19]#[N:20]. Product: [Cl:1][C:2]1[CH:7]=[CH:6][C:5]([O:8][CH2:18][C:19]#[N:20])=[C:4]([CH:3]=1)[C:9]#[N:10]. The catalyst class is: 21. (3) Reactant: [NH2:1][CH2:2][C:3]1[C:4]([CH3:12])=[CH:5][C:6]([NH:10][CH3:11])=[N:7][C:8]=1[CH3:9].Cl[C:14]1[C:15]2[C:16](=[N:20][N:21]([CH2:23][C:24]3[CH:29]=[CH:28][C:27]([CH2:30][N:31]4[CH:35]=[CH:34][CH:33]=[N:32]4)=[CH:26][CH:25]=3)[CH:22]=2)[N:17]=[CH:18][N:19]=1.CCN(C(C)C)C(C)C. Product: [N:31]1([CH2:30][C:27]2[CH:28]=[CH:29][C:24]([CH2:23][N:21]3[CH:22]=[C:15]4[C:16]([N:17]=[CH:18][N:19]=[C:14]4[NH:1][CH2:2][C:3]4[C:8]([CH3:9])=[N:7][C:6]([NH:10][CH3:11])=[CH:5][C:4]=4[CH3:12])=[N:20]3)=[CH:25][CH:26]=2)[CH:35]=[CH:34][CH:33]=[N:32]1. The catalyst class is: 44. (4) The catalyst class is: 6. Reactant: C[O:2][C:3]1[CH:20]=[CH:19][C:18]2[C:17]3[C:8](=[C:9]4[C:14](=[CH:15][CH:16]=3)[CH:13]=[C:12]([O:21]C)[CH:11]=[CH:10]4)[CH:7]=[CH:6][C:5]=2[CH:4]=1.C(Cl)Cl.B(Br)(Br)Br. Product: [CH:4]1[C:5]2[CH:6]=[CH:7][C:8]3[C:17](=[CH:16][CH:15]=[C:14]4[C:9]=3[CH:10]=[CH:11][C:12]([OH:21])=[CH:13]4)[C:18]=2[CH:19]=[CH:20][C:3]=1[OH:2]. (5) Reactant: C1C2C(COC(=O)[NH:17][CH:18]3[CH2:23][CH2:22][CH:21]([C:24]4[N:25]=[C:26]([CH3:29])[S:27][CH:28]=4)[CH2:20][CH2:19]3)C3C(=CC=CC=3)C=2C=CC=1.C(NCC)C. Product: [CH3:29][C:26]1[S:27][CH:28]=[C:24]([CH:21]2[CH2:22][CH2:23][CH:18]([NH2:17])[CH2:19][CH2:20]2)[N:25]=1. The catalyst class is: 1. (6) Reactant: [Br:1][C:2]1[CH:7]=[CH:6][CH:5]=[CH:4][C:3]=1[O:8][C:9]([F:12])([F:11])[F:10].[Cl:13][S:14](O)(=[O:16])=[O:15]. Product: [Br:1][C:2]1[CH:7]=[C:6]([S:14]([Cl:13])(=[O:16])=[O:15])[CH:5]=[CH:4][C:3]=1[O:8][C:9]([F:11])([F:10])[F:12]. The catalyst class is: 2.